Task: Predict the reactants needed to synthesize the given product.. Dataset: Full USPTO retrosynthesis dataset with 1.9M reactions from patents (1976-2016) (1) Given the product [C:25]([O:29][C:30]([N:32]1[CH2:38][CH2:37][CH2:36][N:35]([C:39]2[CH:44]=[CH:43][C:42]([NH:45][C:12]([C:10]3[N:11]=[C:7]([C:1]4[CH:2]=[CH:3][CH:4]=[CH:5][CH:6]=4)[O:8][C:9]=3[C:15]([F:18])([F:17])[F:16])=[O:14])=[CH:41][CH:40]=2)[CH2:34][CH2:33]1)=[O:31])([CH3:28])([CH3:26])[CH3:27], predict the reactants needed to synthesize it. The reactants are: [C:1]1([C:7]2[O:8][C:9]([C:15]([F:18])([F:17])[F:16])=[C:10]([C:12]([OH:14])=O)[N:11]=2)[CH:6]=[CH:5][CH:4]=[CH:3][CH:2]=1.C(Cl)(=O)C(Cl)=O.[C:25]([O:29][C:30]([N:32]1[CH2:38][CH2:37][CH2:36][N:35]([C:39]2[CH:44]=[CH:43][C:42]([NH2:45])=[CH:41][CH:40]=2)[CH2:34][CH2:33]1)=[O:31])([CH3:28])([CH3:27])[CH3:26].C(N(CC)CC)C. (2) Given the product [CH3:24][O:23][C:3]1[CH:4]=[C:5]([N:8]2[CH2:13][CH2:12][CH2:11][C@H:10]([CH2:14][N:16]3[CH2:17][CH2:18][N:19]([CH3:22])[CH2:20][CH2:21]3)[CH2:9]2)[CH:6]=[CH:7][C:2]=1[NH2:1], predict the reactants needed to synthesize it. The reactants are: [NH2:1][C:2]1[CH:7]=[CH:6][C:5]([N:8]2[CH2:13][CH2:12][CH2:11][C@H:10]([C:14]([N:16]3[CH2:21][CH2:20][N:19]([CH3:22])[CH2:18][CH2:17]3)=O)[CH2:9]2)=[CH:4][C:3]=1[O:23][CH3:24].COC1C=C(N2CCC[C@H](CN3CCN(C)CC3)C2)C=CC=1[N+]([O-])=O. (3) Given the product [F:18][C:17]([F:20])([F:19])[C:14]1[CH:15]=[CH:16][C:11]([O:1][C:2]2[CH:9]=[CH:8][C:5]([CH:6]=[O:7])=[CH:4][CH:3]=2)=[N:12][CH:13]=1, predict the reactants needed to synthesize it. The reactants are: [OH:1][C:2]1[CH:9]=[CH:8][C:5]([CH:6]=[O:7])=[CH:4][CH:3]=1.Br[C:11]1[CH:16]=[CH:15][C:14]([C:17]([F:20])([F:19])[F:18])=[CH:13][N:12]=1.C(=O)([O-])[O-].[K+].[K+]. (4) Given the product [Cl:14][C:11]1[CH:12]=[CH:13][C:8]2[N:9]([C:5]([C:3]3[N:33]=[C:31]([NH:30][C:22]4[CH:23]=[C:24]([CH:28]=[CH:29][C:21]=4[O:20][CH:17]([CH3:19])[CH3:18])[C:25]([NH2:27])=[O:26])[S:32][CH:2]=3)=[C:6]([CH3:15])[N:7]=2)[CH:10]=1, predict the reactants needed to synthesize it. The reactants are: Br[CH2:2][C:3]([C:5]1[N:9]2[CH:10]=[C:11]([Cl:14])[CH:12]=[CH:13][C:8]2=[N:7][C:6]=1[CH3:15])=O.Br.[CH:17]([O:20][C:21]1[CH:29]=[CH:28][C:24]([C:25]([NH2:27])=[O:26])=[CH:23][C:22]=1[NH:30][C:31]([NH2:33])=[S:32])([CH3:19])[CH3:18].N.CO.